The task is: Predict the product of the given reaction.. This data is from Forward reaction prediction with 1.9M reactions from USPTO patents (1976-2016). Given the reactants [OH:1][C:2]12[CH2:11][CH:6]3[CH2:7][CH:8]([CH2:10][CH:4]([CH:5]3[NH:12][C:13]3[C:18]([C:19]#N)=[CH:17][N:16]=[C:15]4[NH:21][CH:22]=[CH:23][C:14]=34)[CH2:3]1)[CH2:9]2.[H-].C([Al+]CC(C)C)C(C)C.C1(C)C=CC=CC=1.Cl.[O:42]1CCCC1, predict the reaction product. The product is: [OH:1][C:2]12[CH2:11][CH:6]3[CH2:7][CH:8]([CH2:10][CH:4]([CH:5]3[NH:12][C:13]3[C:18]([CH:19]=[O:42])=[CH:17][N:16]=[C:15]4[NH:21][CH:22]=[CH:23][C:14]=34)[CH2:3]1)[CH2:9]2.